Task: Regression. Given a peptide amino acid sequence and an MHC pseudo amino acid sequence, predict their binding affinity value. This is MHC class I binding data.. Dataset: Peptide-MHC class I binding affinity with 185,985 pairs from IEDB/IMGT (1) The peptide sequence is IEREIPERSW. The MHC is HLA-B44:02 with pseudo-sequence HLA-B44:02. The binding affinity (normalized) is 0.619. (2) The peptide sequence is KTFFWFNEV. The MHC is HLA-A29:02 with pseudo-sequence HLA-A29:02. The binding affinity (normalized) is 0.0913.